Dataset: Peptide-MHC class II binding affinity with 134,281 pairs from IEDB. Task: Regression. Given a peptide amino acid sequence and an MHC pseudo amino acid sequence, predict their binding affinity value. This is MHC class II binding data. (1) The peptide sequence is GKCDSAGRSRRSRRA. The MHC is DRB1_0301 with pseudo-sequence DRB1_0301. The binding affinity (normalized) is 0.473. (2) The binding affinity (normalized) is 0.326. The MHC is DRB1_0301 with pseudo-sequence DRB1_0301. The peptide sequence is RQSGATIADVLAEKE. (3) The peptide sequence is DPDKDVDIMVRDGQL. The MHC is DRB1_1101 with pseudo-sequence DRB1_1101. The binding affinity (normalized) is 0.447. (4) The binding affinity (normalized) is 0.471. The peptide sequence is QNSSFIIDGPNTPEC. The MHC is DRB1_0301 with pseudo-sequence DRB1_0301. (5) The peptide sequence is FMRMAWGGSYIALDS. The MHC is DRB1_0701 with pseudo-sequence DRB1_0701. The binding affinity (normalized) is 0.781. (6) The peptide sequence is IFIFRDSDDWLNKYS. The MHC is DRB3_0101 with pseudo-sequence DRB3_0101. The binding affinity (normalized) is 0.575.